From a dataset of Forward reaction prediction with 1.9M reactions from USPTO patents (1976-2016). Predict the product of the given reaction. (1) Given the reactants [OH:1][C:2]1[CH:7]=[CH:6][C:5]([CH2:8][CH:9]([O:13][CH3:14])[C:10]([OH:12])=[O:11])=[CH:4][CH:3]=1.[OH-].[Na+:16], predict the reaction product. The product is: [OH:1][C:2]1[CH:3]=[CH:4][C:5]([CH2:8][CH:9]([O:13][CH3:14])[C:10]([O-:12])=[O:11])=[CH:6][CH:7]=1.[Na+:16]. (2) Given the reactants [Br:1][C:2]1[S:3][C:4]([NH:7][C:8](=[O:14])[O:9][C:10]([CH3:13])([CH3:12])[CH3:11])=[CH:5][N:6]=1.C(=O)([O-])[O-].[Cs+].[Cs+].[F:21][C:22]([F:45])([F:44])[C:23]1[CH:28]=[CH:27][C:26]([CH2:29][CH:30]2[CH2:34]OS(=O)(=O)[N:31]2[C:37]([O:39][C:40]([CH3:43])([CH3:42])[CH3:41])=[O:38])=[CH:25][CH:24]=1, predict the reaction product. The product is: [Br:1][C:2]1[S:3][C:4]([N:7]([CH2:34][C@@H:30]([NH:31][C:37]([O:39][C:40]([CH3:41])([CH3:43])[CH3:42])=[O:38])[CH2:29][C:26]2[CH:25]=[CH:24][C:23]([C:22]([F:21])([F:44])[F:45])=[CH:28][CH:27]=2)[C:8](=[O:14])[O:9][C:10]([CH3:11])([CH3:13])[CH3:12])=[CH:5][N:6]=1.